This data is from NCI-60 drug combinations with 297,098 pairs across 59 cell lines. The task is: Regression. Given two drug SMILES strings and cell line genomic features, predict the synergy score measuring deviation from expected non-interaction effect. Synergy scores: CSS=59.7, Synergy_ZIP=-6.55, Synergy_Bliss=-6.37, Synergy_Loewe=-22.2, Synergy_HSA=-4.43. Drug 2: CCN(CC)CCCC(C)NC1=C2C=C(C=CC2=NC3=C1C=CC(=C3)Cl)OC. Cell line: U251. Drug 1: CC1=C2C(C(=O)C3(C(CC4C(C3C(C(C2(C)C)(CC1OC(=O)C(C(C5=CC=CC=C5)NC(=O)C6=CC=CC=C6)O)O)OC(=O)C7=CC=CC=C7)(CO4)OC(=O)C)O)C)OC(=O)C.